From a dataset of Catalyst prediction with 721,799 reactions and 888 catalyst types from USPTO. Predict which catalyst facilitates the given reaction. (1) Reactant: C(NC(C)C)(C)C.C([Li])CCC.CCCCCC.[C:19]([C:21]1[CH:22]=[N:23][CH:24]=[CH:25][C:26]=1[CH3:27])#[N:20].[CH2:28]1[O:30][CH2:29]1. Product: [C:19]([C:21]1[CH:22]=[N:23][CH:24]=[CH:25][C:26]=1[CH2:27][CH2:28][CH2:29][OH:30])#[N:20]. The catalyst class is: 1. (2) Reactant: [H-].[Na+].[CH:3]1([CH2:7][OH:8])[CH2:6][CH2:5][CH2:4]1.Cl[C:10]1[C:11]([NH2:16])=[N:12][CH:13]=[CH:14][N:15]=1.O. Product: [CH:3]1([CH2:7][O:8][C:10]2[C:11]([NH2:16])=[N:12][CH:13]=[CH:14][N:15]=2)[CH2:6][CH2:5][CH2:4]1. The catalyst class is: 3. (3) Reactant: [CH:1]1[C:6]2=[CH:7][C:8]3[CH:9]=[CH:10][CH:11]=[CH:12][C:13]=3[N:5]2[CH:4]=[C:3]([C:14]([O:16]CC)=[O:15])[N:2]=1.[OH-].[K+].O.[ClH:22]. Product: [ClH:22].[CH:1]1[C:6]2=[CH:7][C:8]3[CH:9]=[CH:10][CH:11]=[CH:12][C:13]=3[N:5]2[CH:4]=[C:3]([C:14]([OH:16])=[O:15])[N:2]=1. The catalyst class is: 14. (4) Reactant: C(O)(C(F)(F)F)=O.[Cl:8][C:9]1[CH:50]=[CH:49][CH:48]=[C:47]([Cl:51])[C:10]=1[C:11]([NH:13][C@H:14]([C:43]([O:45][CH3:46])=[O:44])[CH2:15][C:16]1[CH:42]=[CH:41][C:19]([O:20][CH2:21][CH2:22][C:23]2[CH:24]=[CH:25][C:26]3[N:31]([CH3:32])[CH2:30][CH2:29][N:28](C(OC(C)(C)C)=O)[C:27]=3[N:40]=2)=[CH:18][CH:17]=1)=[O:12]. Product: [Cl:8][C:9]1[CH:50]=[CH:49][CH:48]=[C:47]([Cl:51])[C:10]=1[C:11]([NH:13][C@H:14]([C:43]([O:45][CH3:46])=[O:44])[CH2:15][C:16]1[CH:17]=[CH:18][C:19]([O:20][CH2:21][CH2:22][C:23]2[CH:24]=[CH:25][C:26]3[N:31]([CH3:32])[CH2:30][CH2:29][NH:28][C:27]=3[N:40]=2)=[CH:41][CH:42]=1)=[O:12]. The catalyst class is: 4.